Regression. Given a target protein amino acid sequence and a drug SMILES string, predict the binding affinity score between them. We predict pIC50 (pIC50 = -log10(IC50 in M); higher means more potent). Dataset: bindingdb_ic50. From a dataset of Drug-target binding data from BindingDB using IC50 measurements. (1) The small molecule is Cc1ccc(-n2nc3ccc(NC(=O)COc4ccccc4C)cc3n2)cc1. The target protein (A0R666) has sequence MTTASQTRTPRGRRSARPSGDDREAAILATAQRLLETKKFAEISVDDLAKGAGISRPTFYFYFPSKEAVLLSLIDPLIKRADSGFDNAVESMPADPQRAIRRGIEIFFNSFGSHPATARAGTEALKSSPEFKEFWSGLMQKWIAATAALITAERERGAAPDTIPALDLATSLNLMNERTMMAALADEQPGVAPEKVVATLTHIWLNSIYGTLPVGTA. The pIC50 is 5.5. (2) The compound is O=C(CC1CCCCC1)c1ccc(OC(F)F)c(OC(F)F)c1. The target protein sequence is MSEDAGLPVPRSQWVERGVSCATCGKRFSLFTAKSNCPCCGKLCCSDCVQAECAIVGGSAPSKVCIDCFSMLQSRRRVEPDEGSSFREFNAASAFPLQTRLLADGRVESGETSRVSPPNDGRVQHVSRANGYSNSLPVLDEYVDDLLRKSELLRMENDVLLNRLREQEAEIHALRLERDRAVARIVPDGGSMAGRSGLPQVSDEIVKELRGELAVAHLRIESVKRELKNALDRAKSSETMVRNLKQGLCNYKEEVVRPLQSREEVEMLPGVNGRRDMISTRRLPPSIVQDTILAVVPPKSCAAIGTDVDLRDWGFDTFEVASRVPSVLQSVAMHVALAWNFFASQEEAQKWAFLVAAVENNYRPNPYHNAIHAADVLQGTFSLVSAAKPLMEHLTPLECKAAAFAALTHDVCHPGRTNAFLAAVQDPVSFKFSGKGTLEQLHTVTAFELLNVTEFDFTSSMDNASFLEFKNIVSHLIGHTDMSLHSETIAKHGAKLSAGG.... The pIC50 is 5.3.